This data is from Catalyst prediction with 721,799 reactions and 888 catalyst types from USPTO. The task is: Predict which catalyst facilitates the given reaction. (1) Reactant: Cl[C:2](Cl)([O:4]C(=O)OC(Cl)(Cl)Cl)Cl.[NH2:13][C:14]1[O:18][N:17]=[C:16]([CH:19]2[CH2:24][CH2:23][N:22]([C:25]([O:27][CH2:28][CH3:29])=[O:26])[CH2:21][CH2:20]2)[C:15]=1[C:30]1[CH:35]=[CH:34][CH:33]=[CH:32][CH:31]=1.NC1ON=C(C2CCN(C(OC)=O)CC2)C=1C1C=CC=CC=1.[Cl-].[Al+3].[Cl-].[Cl-].C(=O)([O-])[O-].[K+].[K+].ClC(OCC)=O. Product: [CH2:28]([O:27][C:25]([N:22]1[CH2:23][CH2:24][CH:19]([C:16]2[C:15]3[C:30]4[CH:31]=[CH:32][CH:33]=[CH:34][C:35]=4[C:2](=[O:4])[NH:13][C:14]=3[O:18][N:17]=2)[CH2:20][CH2:21]1)=[O:26])[CH3:29]. The catalyst class is: 202. (2) Reactant: C([N:3]([CH2:6][CH3:7])CC)C.[F:8][CH:9]([F:44])[O:10][C:11]1[CH:40]=[CH:39][C:14]([CH2:15][C:16]2[NH:17][C:18](=[O:38])[C:19]3[N:20]=[CH:21][N:22]([CH:25]([CH:35]([OH:37])[CH3:36])[CH2:26][CH2:27][CH2:28][C:29]4[CH:34]=[CH:33][CH:32]=[CH:31][CH:30]=4)[C:23]=3[N:24]=2)=[CH:13][C:12]=1[N+:41]([O-:43])=[O:42].CS(C)=[O:47].[OH-:49].[Na+]. Product: [C:35]([O:37][CH2:6][CH3:7])(=[O:47])[CH3:36].[CH3:9][OH:10].[NH4+:3].[OH-:49].[C:35]([CH:25]([N:22]1[CH:21]=[N:20][C:19]2[C:18](=[O:38])[NH:17][C:16]([CH2:15][C:14]3[CH:39]=[CH:40][C:11]([O:10][CH:9]([F:44])[F:8])=[C:12]([N+:41]([O-:43])=[O:42])[CH:13]=3)=[N:24][C:23]1=2)[CH2:26][CH2:27][CH2:28][C:29]1[CH:34]=[CH:33][CH:32]=[CH:31][CH:30]=1)(=[O:37])[CH3:36]. The catalyst class is: 229. (3) Reactant: [Mg].II.Br[C:5]1[CH:10]=[CH:9][CH:8]=[CH:7][CH:6]=1.[CH2:11]([O:18][CH2:19][CH2:20][CH2:21][CH2:22][CH2:23]Br)[C:12]1[CH:17]=[CH:16][CH:15]=[CH:14][CH:13]=1.Cl. Product: [CH2:11]([O:18][CH2:19][CH2:20][CH2:21][CH2:22][CH2:23][C:5]1[CH:10]=[CH:9][CH:8]=[CH:7][CH:6]=1)[C:12]1[CH:17]=[CH:16][CH:15]=[CH:14][CH:13]=1. The catalyst class is: 28. (4) The catalyst class is: 2. Product: [NH2:1][C:2]1[N:7]([C:8]2[C:13]([F:14])=[CH:12][C:11]([CH2:15][CH:16]=[O:17])=[CH:10][C:9]=2[F:18])[C:6](=[O:19])[CH:5]=[CH:4][C:3]=1[C:20](=[O:28])[C:21]1[CH:22]=[CH:23][C:24]([F:27])=[CH:25][CH:26]=1. Reactant: [NH2:1][C:2]1[N:7]([C:8]2[C:13]([F:14])=[CH:12][C:11]([CH2:15][CH2:16][OH:17])=[CH:10][C:9]=2[F:18])[C:6](=[O:19])[CH:5]=[CH:4][C:3]=1[C:20](=[O:28])[C:21]1[CH:26]=[CH:25][C:24]([F:27])=[CH:23][CH:22]=1.CC(OI1(OC(C)=O)(OC(C)=O)OC(=O)C2C=CC=CC1=2)=O.[O-]S([O-])(=S)=O.[Na+].[Na+].C([O-])(O)=O.[Na+]. (5) Product: [CH3:53][N:54]([CH3:65])[CH:55]1[CH2:56][N:57]([CH:59]2[CH2:64][CH2:63][N:62]([C:13]([NH:12][C:8]3[CH:7]=[C:6]([O:5][C:4]4[CH:31]=[CH:32][C:33]([NH:34][C:35]([C:37]5([C:40]([NH:41][C:42]6[CH:43]=[CH:44][C:45]([F:48])=[CH:46][CH:47]=6)=[O:49])[CH2:39][CH2:38]5)=[O:36])=[C:2]([F:1])[CH:3]=4)[CH:11]=[CH:10][N:9]=3)=[O:14])[CH2:61][CH2:60]2)[CH2:58]1. The catalyst class is: 9. Reactant: [F:1][C:2]1[CH:3]=[C:4]([CH:31]=[CH:32][C:33]=1[NH:34][C:35]([C:37]1([C:40](=[O:49])[NH:41][C:42]2[CH:47]=[CH:46][C:45]([F:48])=[CH:44][CH:43]=2)[CH2:39][CH2:38]1)=[O:36])[O:5][C:6]1[CH:11]=[CH:10][N:9]=[C:8]([N:12](C(OC2C=CC=CC=2)=O)[C:13](=O)[O:14]C2C=CC=CC=2)[CH:7]=1.Cl.Cl.Cl.[CH3:53][N:54]([CH3:65])[CH:55]1[CH2:58][N:57]([CH:59]2[CH2:64][CH2:63][NH:62][CH2:61][CH2:60]2)[CH2:56]1.C(N(CC)CC)C.O. (6) Reactant: [CH:1]1[C:10]2[C:5](=[CH:6][CH:7]=[CH:8][CH:9]=2)[CH:4]=[CH:3][C:2]=1[OH:11].[C:12]([O:16][C:17]([N:19]1[C@@H:23]([CH3:24])[CH2:22]OS1(=O)=O)=[O:18])([CH3:15])([CH3:14])[CH3:13].[NH4+].[Cl-]. The catalyst class is: 3. Product: [C:12]([O:16][C:17](=[O:18])[NH:19][C@@H:23]([CH3:22])[CH2:24][O:11][C:2]1[CH:3]=[CH:4][C:5]2[C:10](=[CH:9][CH:8]=[CH:7][CH:6]=2)[CH:1]=1)([CH3:15])([CH3:14])[CH3:13].